Dataset: Full USPTO retrosynthesis dataset with 1.9M reactions from patents (1976-2016). Task: Predict the reactants needed to synthesize the given product. (1) Given the product [OH:28][N:8]([C:9]1([CH3:27])[C:13](=[O:14])[N:12]([CH3:15])[N:11]=[C:10]1[C:16]1[CH:21]=[CH:20][C:19]([S:22]([CH3:25])(=[O:24])=[O:23])=[C:18]([N:40]2[CH2:41][CH2:42][N:37]([CH3:36])[CH2:38][CH2:39]2)[CH:17]=1)[C:6](=[O:7])[O:5][C:1]([CH3:2])([CH3:4])[CH3:3], predict the reactants needed to synthesize it. The reactants are: [C:1]([O:5][C:6]([N:8]([O:28]C(OC(C)(C)C)=O)[C:9]1([CH3:27])[C:13](=[O:14])[N:12]([CH3:15])[N:11]=[C:10]1[C:16]1[CH:21]=[CH:20][C:19]([S:22]([CH3:25])(=[O:24])=[O:23])=[C:18](F)[CH:17]=1)=[O:7])([CH3:4])([CH3:3])[CH3:2].[CH3:36][N:37]1[CH2:42][CH2:41][NH:40][CH2:39][CH2:38]1. (2) The reactants are: [CH3:1][O:2][C:3]1[CH:11]=[C:10]2[C:6]([C:7](=[O:13])[C:8](=[O:12])[NH:9]2)=[CH:5][CH:4]=1.Br[CH2:15][CH2:16][CH:17]1[CH2:22][CH2:21][CH2:20][CH2:19][CH2:18]1. Given the product [CH:17]1([CH2:16][CH2:15][N:9]2[C:10]3[C:6](=[CH:5][CH:4]=[C:3]([O:2][CH3:1])[CH:11]=3)[C:7](=[O:13])[C:8]2=[O:12])[CH2:22][CH2:21][CH2:20][CH2:19][CH2:18]1, predict the reactants needed to synthesize it. (3) Given the product [O:1]=[C:2]1[C:7]([C:8]([NH:26][C:27]2[CH:32]=[CH:31][CH:30]=[CH:29][CH:28]=2)=[O:10])=[CH:6][CH:5]=[CH:4][NH:3]1, predict the reactants needed to synthesize it. The reactants are: [O:1]=[C:2]1[C:7]([C:8]([OH:10])=O)=[CH:6][CH:5]=[CH:4][NH:3]1.CN1CCOCC1.ClC(OCC(C)C)=O.[NH2:26][C:27]1[CH:32]=[CH:31][CH:30]=[CH:29][CH:28]=1. (4) Given the product [Br:3][C:4]1[C:9]([O:10][C:12]([Br:11])([F:14])[F:13])=[CH:8][CH:7]=[CH:6][N:5]=1, predict the reactants needed to synthesize it. The reactants are: [H-].[Na+].[Br:3][C:4]1[C:9]([OH:10])=[CH:8][CH:7]=[CH:6][N:5]=1.[Br:11][C:12](Br)([F:14])[F:13]. (5) Given the product [C:21]([CH:19]([CH:17]([C:16]([OH:25])=[O:24])[OH:18])[OH:20])([OH:23])=[O:22].[NH2:1][C:2]1[CH:11]=[C:10]2[C:5]([C@@H:6]([CH2:12][CH2:13][CH2:14][CH3:15])[O:7][C:8]2=[O:9])=[CH:4][CH:3]=1, predict the reactants needed to synthesize it. The reactants are: [NH2:1][C:2]1[CH:11]=[C:10]2[C:5]([CH:6]([CH2:12][CH2:13][CH2:14][CH3:15])[O:7][C:8]2=[O:9])=[CH:4][CH:3]=1.[C:16]([OH:25])(=[O:24])[CH:17]([CH:19]([C:21]([OH:23])=[O:22])[OH:20])[OH:18]. (6) Given the product [Cl:47][C:46]1[C:41]([NH:40][C:35]2[CH:36]=[CH:37][CH:38]=[CH:39][C:34]=2[S:31]([N:28]2[CH2:29][CH2:30][C@@H:26]([OH:25])[CH2:27]2)(=[O:32])=[O:33])=[N:42][C:43]([NH:1][C:2]2[C:17]([O:18][CH3:19])=[CH:16][C:5]3[CH2:6][CH2:7][N:8]([CH2:11][C:12]([OH:14])([CH3:15])[CH3:13])[CH2:9][CH2:10][C:4]=3[CH:3]=2)=[N:44][CH:45]=1, predict the reactants needed to synthesize it. The reactants are: [NH2:1][C:2]1[C:17]([O:18][CH3:19])=[CH:16][C:5]2[CH2:6][CH2:7][N:8]([CH2:11][C:12]([CH3:15])([OH:14])[CH3:13])[CH2:9][CH2:10][C:4]=2[CH:3]=1.C([Si](C)(C)[O:25][C@@H:26]1[CH2:30][CH2:29][N:28]([S:31]([C:34]2[CH:39]=[CH:38][CH:37]=[CH:36][C:35]=2[NH:40][C:41]2[C:46]([Cl:47])=[CH:45][N:44]=[C:43](Cl)[N:42]=2)(=[O:33])=[O:32])[CH2:27]1)(C)(C)C. (7) Given the product [CH2:1]([C@H:3]([NH:10][C:11]([C:13]1[C:22]2[C:17](=[CH:18][CH:19]=[CH:20][CH:21]=2)[N:16]=[C:15]([C:23]2[CH:24]=[CH:25][CH:26]=[CH:27][CH:28]=2)[C:14]=1[NH:29][C:30](=[O:32])[CH3:31])=[O:12])[C:4]1[CH:5]=[CH:6][CH:7]=[CH:8][CH:9]=1)[CH3:2], predict the reactants needed to synthesize it. The reactants are: [CH2:1]([C@H:3]([NH:10][C:11]([C:13]1[C:22]2[C:17](=[CH:18][CH:19]=[CH:20][CH:21]=2)[N:16]=[C:15]([C:23]2[CH:28]=[CH:27][CH:26]=[CH:25][CH:24]=2)[C:14]=1[NH2:29])=[O:12])[C:4]1[CH:9]=[CH:8][CH:7]=[CH:6][CH:5]=1)[CH3:2].[C:30](OC(=O)C)(=[O:32])[CH3:31]. (8) Given the product [N+:1]([C:4]1[CH:5]=[CH:6][C:7]([CH2:10][C@H:11]([NH:22][S:39]([CH2:38][C:32]2[CH:37]=[CH:36][CH:35]=[CH:34][CH:33]=2)(=[O:41])=[O:40])[C:12]2[N:13]=[C:14]([C:17]3[S:18][CH:19]=[CH:20][CH:21]=3)[S:15][CH:16]=2)=[CH:8][CH:9]=1)([O-:3])=[O:2], predict the reactants needed to synthesize it. The reactants are: [N+:1]([C:4]1[CH:9]=[CH:8][C:7]([CH2:10][CH:11]([NH2:22])[C:12]2[N:13]=[C:14]([C:17]3[S:18][CH:19]=[CH:20][CH:21]=3)[S:15][CH:16]=2)=[CH:6][CH:5]=1)([O-:3])=[O:2].C(N(C(C)C)CC)(C)C.[C:32]1([CH2:38][S:39](Cl)(=[O:41])=[O:40])[CH:37]=[CH:36][CH:35]=[CH:34][CH:33]=1. (9) Given the product [CH2:39]([C@H:8]([NH:7][C:6]([C@@H:5]([NH:4][C:3](=[O:51])[O:2][CH3:1])[C:47]([CH3:50])([CH3:49])[CH3:48])=[O:46])[C@@H:9]([O:38][CH:52]([S:54][CH2:55][CH3:56])[CH3:53])[CH2:10][C@@H:11]([NH:12][C:13](=[O:24])[C@H:14]([C:20]([CH3:23])([CH3:22])[CH3:21])[NH:15][C:16]([O:17][CH3:18])=[O:19])[CH2:25][C:26]1[CH:31]=[CH:30][C:29]([C:32]2[CH:37]=[CH:36][CH:35]=[CH:34][N:33]=2)=[CH:28][CH:27]=1)[C:40]1[CH:41]=[CH:42][CH:43]=[CH:44][CH:45]=1, predict the reactants needed to synthesize it. The reactants are: [CH3:1][O:2][C:3](=[O:51])[NH:4][C@@H:5]([C:47]([CH3:50])([CH3:49])[CH3:48])[C:6](=[O:46])[NH:7][C@@H:8]([CH2:39][C:40]1[CH:45]=[CH:44][CH:43]=[CH:42][CH:41]=1)[C@@H:9]([OH:38])[CH2:10][C@H:11]([CH2:25][C:26]1[CH:31]=[CH:30][C:29]([C:32]2[CH:37]=[CH:36][CH:35]=[CH:34][N:33]=2)=[CH:28][CH:27]=1)[NH:12][C:13](=[O:24])[C@H:14]([C:20]([CH3:23])([CH3:22])[CH3:21])[NH:15][C:16](=[O:19])[O:17][CH3:18].[CH2:52]([S:54][CH2:55][CH3:56])[CH3:53].C(OOC(=O)C1C=CC=CC=1)(=O)C1C=CC=CC=1.